Predict the reaction yield, written as a fraction of the theoretical maximum amount of product (1.0 means a 100% yield; for example, 0.34 means a 34% yield). From a dataset of Reaction yield outcomes from USPTO patents with 853,638 reactions. (1) The reactants are [Cl:1][C:2]1[C:7]([C:8]#[N:9])=[CH:6][N:5]=[C:4]([CH3:10])[C:3]=1[I:11].[CH3:12][Si]([N-][Si](C)(C)C)(C)C.[Li+].IC. The catalyst is C1COCC1. The product is [Cl:1][C:2]1[C:7]([C:8]#[N:9])=[CH:6][N:5]=[C:4]([CH2:10][CH3:12])[C:3]=1[I:11]. The yield is 0.570. (2) The reactants are N[C@@H:2]1[CH2:7][CH2:6][N:5]([C:8]([O:10][C:11]([CH3:14])([CH3:13])[CH3:12])=[O:9])[CH2:4][C@@H:3]1[C:15]([O:17][CH2:18][CH3:19])=[O:16].C(N(CC)CC)C.[CH2:27]([O:30][C:31](Cl)=[O:32])[CH:28]=[CH2:29]. The catalyst is C(Cl)Cl. The product is [CH2:27]([O:30][C:31]([C@@H:2]1[CH2:7][CH2:6][N:5]([C:8]([O:10][C:11]([CH3:14])([CH3:13])[CH3:12])=[O:9])[CH2:4][C@H:3]1[C:15]([O:17][CH2:18][CH3:19])=[O:16])=[O:32])[CH:28]=[CH2:29]. The yield is 0.580. (3) The reactants are [NH2:1][CH2:2][CH2:3][CH2:4][N:5]1[CH2:10][CH2:9][O:8][CH2:7][CH2:6]1.C([N:14]1[C:22]2[C:17](=[CH:18][C:19]([C:23](Cl)=[O:24])=[CH:20][CH:21]=2)[C:16]([C:26]2[CH:31]=[CH:30][C:29]([F:32])=[CH:28][CH:27]=2)=[N:15]1)(=O)C. The catalyst is N1C=CC=CC=1. The product is [F:32][C:29]1[CH:28]=[CH:27][C:26]([C:16]2[C:17]3[C:22](=[CH:21][CH:20]=[C:19]([C:23]([NH:1][CH2:2][CH2:3][CH2:4][N:5]4[CH2:10][CH2:9][O:8][CH2:7][CH2:6]4)=[O:24])[CH:18]=3)[NH:14][N:15]=2)=[CH:31][CH:30]=1. The yield is 0.135. (4) The reactants are [C:1]([O:5][C:6]([N:8]1[CH2:13][CH2:12][CH:11]([C:14](=[O:26])[C:15]2[CH:20]=[CH:19][CH:18]=[C:17]([C:21]([F:24])([F:23])[F:22])[C:16]=2F)[CH2:10][CH2:9]1)=[O:7])([CH3:4])([CH3:3])[CH3:2].[C:27]([O:31][CH3:32])(=[O:30])[CH2:28][SH:29].C1COCC1.[H-].[Na+]. The catalyst is C(OCC)(=O)C. The product is [C:1]([O:5][C:6]([N:8]1[CH2:13][CH2:12][CH:11]([C:14]2([OH:26])[CH:28]([C:27]([O:31][CH3:32])=[O:30])[S:29][C:16]3[C:17]([C:21]([F:22])([F:24])[F:23])=[CH:18][CH:19]=[CH:20][C:15]2=3)[CH2:10][CH2:9]1)=[O:7])([CH3:4])([CH3:3])[CH3:2]. The yield is 0.560. (5) The reactants are [N:1]([CH2:4][C@@H:5]([NH:12][C:13]([O:15][C:16]([CH3:19])([CH3:18])[CH3:17])=[O:14])[CH2:6][CH2:7][C:8](OC)=[O:9])=[N+]=[N-].[H][H]. The catalyst is CO.[Pd]. The product is [O:9]=[C:8]1[NH:1][CH2:4][C@@H:5]([NH:12][C:13]([O:15][C:16]([CH3:19])([CH3:18])[CH3:17])=[O:14])[CH2:6][CH2:7]1. The yield is 0.990. (6) The reactants are [C:1]([O:5][C:6]([N:8]([C:31]([O:33][C:34]([CH3:37])([CH3:36])[CH3:35])=[O:32])[C:9]1[CH:14]=[C:13]([CH2:15][C@H:16]2[C:19](=[O:20])[N:18]([Si:21]([C:24]([CH3:27])([CH3:26])[CH3:25])([CH3:23])[CH3:22])[C@@H:17]2[C:28](O)=[O:29])[CH:12]=[CH:11][N:10]=1)=[O:7])([CH3:4])([CH3:3])[CH3:2].Cl.[CH3:39][O:40][C:41]1[CH:46]=[C:45]([O:47][CH3:48])[CH:44]=[C:43]([O:49][CH3:50])[C:42]=1[CH2:51][NH2:52].F[P-](F)(F)(F)(F)F.C[N+](C)=C(N(C)C)ON1C2N=CC=CC=2N=N1.C(N(CC)C(C)C)(C)C. The catalyst is CN(C)C=O. The product is [C:34]([O:33][C:31]([N:8]([C:9]1[CH:14]=[C:13]([CH2:15][C@@H:16]2[C@@H:17]([C:28](=[O:29])[NH:52][CH2:51][C:42]3[C:43]([O:49][CH3:50])=[CH:44][C:45]([O:47][CH3:48])=[CH:46][C:41]=3[O:40][CH3:39])[N:18]([Si:21]([C:24]([CH3:25])([CH3:26])[CH3:27])([CH3:22])[CH3:23])[C:19]2=[O:20])[CH:12]=[CH:11][N:10]=1)[C:6]([O:5][C:1]([CH3:2])([CH3:4])[CH3:3])=[O:7])=[O:32])([CH3:37])([CH3:35])[CH3:36]. The yield is 0.600. (7) The reactants are Cl[C:2]1[CH:7]=[CH:6][C:5]([O:8][CH3:9])=[CH:4][CH:3]=1.[CH2:10]([NH2:16])[CH2:11][CH2:12][CH2:13][CH2:14][CH3:15].CC([O-])(C)C.[Na+].O(CCCC)CCCC. No catalyst specified. The product is [CH2:10]([NH:16][C:2]1[CH:7]=[CH:6][C:5]([O:8][CH3:9])=[CH:4][CH:3]=1)[CH2:11][CH2:12][CH2:13][CH2:14][CH3:15]. The yield is 0.880.